Dataset: Reaction yield outcomes from USPTO patents with 853,638 reactions. Task: Predict the reaction yield, written as a fraction of the theoretical maximum amount of product (1.0 means a 100% yield; for example, 0.34 means a 34% yield). (1) The reactants are CO[C:3](=[O:28])[C:4]1[CH:9]=[CH:8][C:7]([O:10][CH2:11][C:12]2[C:13]([C:21]3[CH:26]=[CH:25][C:24]([F:27])=[CH:23][CH:22]=3)=[N:14][O:15][C:16]=2[C:17]([F:20])([F:19])[F:18])=[N:6][CH:5]=1.COC(=O)C1C=CC(OCC2C(C3C=CC=C(F)C=3)=NOC=2C)=NC=1.[F:54][C:55]([F:59])([F:58])[CH2:56][NH2:57]. No catalyst specified. The product is [F:27][C:24]1[CH:25]=[CH:26][C:21]([C:13]2[C:12]([CH2:11][O:10][C:7]3[CH:8]=[CH:9][C:4]([C:3]([NH:57][CH2:56][C:55]([F:59])([F:58])[F:54])=[O:28])=[CH:5][N:6]=3)=[C:16]([C:17]([F:18])([F:19])[F:20])[O:15][N:14]=2)=[CH:22][CH:23]=1. The yield is 0.980. (2) The reactants are [Na].[CH:2]1([N:5]([CH:33]2[CH2:35][CH2:34]2)[C:6]([C:8]2[N:30]([CH2:31][CH3:32])[C:11]3=[N:12][C:13]([NH:20][C:21]4[CH:25]=[C:24]([CH:26]=[O:27])[N:23]([CH2:28][CH3:29])[N:22]=4)=[C:14]4[N:18]=[CH:17][N:16]([CH3:19])[C:15]4=[C:10]3[CH:9]=2)=[O:7])[CH2:4][CH2:3]1. The catalyst is CO. The product is [CH:33]1([N:5]([CH:2]2[CH2:3][CH2:4]2)[C:6]([C:8]2[N:30]([CH2:31][CH3:32])[C:11]3=[N:12][C:13]([NH:20][C:21]4[CH:25]=[C:24]([CH2:26][OH:27])[N:23]([CH2:28][CH3:29])[N:22]=4)=[C:14]4[N:18]=[CH:17][N:16]([CH3:19])[C:15]4=[C:10]3[CH:9]=2)=[O:7])[CH2:34][CH2:35]1. The yield is 0.860. (3) The reactants are [NH2:1][CH:2]1[CH2:7][CH2:6][N:5]([C:8]([O:10][C:11]([CH3:14])([CH3:13])[CH3:12])=[O:9])[CH2:4][CH2:3]1.[Cl:15][C:16]1[CH:23]=[CH:22][C:19]([CH2:20]Br)=[CH:18][CH:17]=1.C(N(CC)CC)C. The catalyst is C(Cl)Cl. The product is [C:11]([O:10][C:8]([N:5]1[CH2:4][CH2:3][CH:2]([NH:1][CH2:20][C:19]2[CH:22]=[CH:23][C:16]([Cl:15])=[CH:17][CH:18]=2)[CH2:7][CH2:6]1)=[O:9])([CH3:14])([CH3:13])[CH3:12]. The yield is 0.270. (4) The reactants are C(O)C.C(OC(=O)[NH:10][C:11]1[CH:16]=[CH:15][CH:14]=[C:13]([CH:17]([S:26]([C:29]2[CH:34]=[CH:33][C:32]([Cl:35])=[CH:31][CH:30]=2)(=[O:28])=[O:27])[C:18]2[CH:23]=[C:22]([F:24])[CH:21]=[CH:20][C:19]=2[F:25])[N:12]=1)(C)(C)C.Cl. The catalyst is C(OCC)(=O)C. The product is [Cl:35][C:32]1[CH:33]=[CH:34][C:29]([S:26]([CH:17]([C:18]2[CH:23]=[C:22]([F:24])[CH:21]=[CH:20][C:19]=2[F:25])[C:13]2[N:12]=[C:11]([NH2:10])[CH:16]=[CH:15][CH:14]=2)(=[O:28])=[O:27])=[CH:30][CH:31]=1. The yield is 0.710. (5) The reactants are [CH2:1]([O:3][C:4]1[CH:9]=[CH:8][C:7]([CH2:10][CH2:11][C:12](O)=O)=[CH:6][CH:5]=1)[CH3:2].CN(C(ON1N=NC2C=CC=NC1=2)=[N+](C)C)C.F[P-](F)(F)(F)(F)F.CCN(C(C)C)C(C)C.[NH2:48][C:49]1[CH:50]=[C:51]([CH:59]=[CH:60][C:61]=1[NH:62][CH2:63][CH:64]1[CH2:66][CH2:65]1)[C:52]([N:54]([CH2:57][CH3:58])[CH2:55][CH3:56])=[O:53]. No catalyst specified. The product is [CH:64]1([CH2:63][N:62]2[C:61]3[CH:60]=[CH:59][C:51]([C:52]([N:54]([CH2:57][CH3:58])[CH2:55][CH3:56])=[O:53])=[CH:50][C:49]=3[N:48]=[C:12]2[CH2:11][CH2:10][C:7]2[CH:6]=[CH:5][C:4]([O:3][CH2:1][CH3:2])=[CH:9][CH:8]=2)[CH2:65][CH2:66]1. The yield is 0.570.